The task is: Predict the product of the given reaction.. This data is from Forward reaction prediction with 1.9M reactions from USPTO patents (1976-2016). (1) Given the reactants Cl[CH2:2][C:3]([NH:5][C:6]1[C:15]([Cl:16])=[CH:14][CH:13]=[C:12]2[C:7]=1[CH:8]=[CH:9][C:10]([C:17]1[CH:21]=[CH:20][N:19]([CH2:22][O:23][CH2:24][CH2:25][Si:26]([CH3:29])([CH3:28])[CH3:27])[N:18]=1)=[N:11]2)=[O:4].[F:30][C:31]1[CH:37]=[CH:36][C:34]([NH2:35])=[CH:33][CH:32]=1.C(N(CC)CC)C, predict the reaction product. The product is: [Cl:16][C:15]1[C:6]([NH:5][C:3](=[O:4])[CH2:2][NH:35][C:34]2[CH:36]=[CH:37][C:31]([F:30])=[CH:32][CH:33]=2)=[C:7]2[C:12](=[CH:13][CH:14]=1)[N:11]=[C:10]([C:17]1[CH:21]=[CH:20][N:19]([CH2:22][O:23][CH2:24][CH2:25][Si:26]([CH3:27])([CH3:29])[CH3:28])[N:18]=1)[CH:9]=[CH:8]2. (2) The product is: [CH2:1]([O:8][CH2:9][CH:10]1[NH:11][CH2:12][CH2:13][N:14]([S:28]([C:24]2[S:23][CH:27]=[CH:26][CH:25]=2)(=[O:30])=[O:29])[CH2:15]1)[C:2]1[CH:7]=[CH:6][CH:5]=[CH:4][CH:3]=1. Given the reactants [CH2:1]([O:8][CH2:9][CH:10]1[CH2:15][NH:14][CH2:13][CH2:12][NH:11]1)[C:2]1[CH:7]=[CH:6][CH:5]=[CH:4][CH:3]=1.C(N(CC)CC)C.[S:23]1[CH:27]=[CH:26][CH:25]=[C:24]1[S:28](Cl)(=[O:30])=[O:29], predict the reaction product. (3) Given the reactants [Cl:1][C:2]1[CH:3]=[C:4]2[C:9](=[CH:10][C:11]=1[OH:12])[NH:8][C:7](=[O:13])[C:6]([CH2:14][NH:15][C:16]1[CH:23]=[CH:22][C:19]([C:20]#[N:21])=[C:18]([O:24][CH3:25])[CH:17]=1)=[CH:5]2.C1(P(C2C=CC=CC=2)C2C=CC=CC=2)C=CC=CC=1.CCOC(/N=N/C(OCC)=O)=O.[CH2:57]1[O:59][CH:58]1[CH2:60]O.[NH:62]1[CH2:67][CH2:66][O:65][CH2:64][CH2:63]1, predict the reaction product. The product is: [NH3:8].[Cl:1][C:2]1[CH:3]=[C:4]2[C:9](=[CH:10][C:11]=1[O:12][CH2:57][CH:58]([OH:59])[CH2:60][N:62]1[CH2:67][CH2:66][O:65][CH2:64][CH2:63]1)[NH:8][C:7](=[O:13])[C:6]([CH2:14][NH:15][C:16]1[CH:23]=[CH:22][C:19]([C:20]#[N:21])=[C:18]([O:24][CH3:25])[CH:17]=1)=[CH:5]2.